This data is from Catalyst prediction with 721,799 reactions and 888 catalyst types from USPTO. The task is: Predict which catalyst facilitates the given reaction. (1) Reactant: [NH2:1][C:2]1[C:7](Br)=[N:6][C:5]([Br:9])=[CH:4][N:3]=1.C(=O)([O-])[O-].[Na+].[Na+].[F:16][C:17]1[CH:22]=[CH:21][C:20](B(O)O)=[CH:19][CH:18]=1. Product: [Br:9][C:5]1[N:6]=[C:7]([C:20]2[CH:21]=[CH:22][C:17]([F:16])=[CH:18][CH:19]=2)[C:2]([NH2:1])=[N:3][CH:4]=1. The catalyst class is: 659. (2) Reactant: [C:1](Cl)(=O)C.[CH:5]1([C:8]2[CH:13]=[CH:12][C:11]([C:14]3[CH:18]=[C:17]([CH2:19][C:20]([OH:22])=[O:21])[O:16][N:15]=3)=[C:10]([C:23]([F:26])([F:25])[F:24])[CH:9]=2)[CH2:7][CH2:6]1. Product: [CH:5]1([C:8]2[CH:13]=[CH:12][C:11]([C:14]3[CH:18]=[C:17]([CH2:19][C:20]([O:22][CH3:1])=[O:21])[O:16][N:15]=3)=[C:10]([C:23]([F:26])([F:25])[F:24])[CH:9]=2)[CH2:7][CH2:6]1. The catalyst class is: 5.